From a dataset of Reaction yield outcomes from USPTO patents with 853,638 reactions. Predict the reaction yield, written as a fraction of the theoretical maximum amount of product (1.0 means a 100% yield; for example, 0.34 means a 34% yield). (1) The reactants are [CH2:1]([C:3]([C:21]1[CH:26]=[CH:25][C:24]([OH:27])=[C:23]([CH3:28])[CH:22]=1)([C:6]1[CH:11]=[CH:10][C:9](/[CH:12]=[CH:13]/[C:14]([CH2:18][CH3:19])([OH:17])[CH2:15][CH3:16])=[C:8]([CH3:20])[CH:7]=1)[CH2:4][CH3:5])[CH3:2].C([O-])([O-])=O.[K+].[K+].Cl.Br[CH2:37][C:38]1[CH:39]=[N:40][CH:41]=[CH:42][CH:43]=1.C(OCC)(=O)C. The catalyst is CN(C=O)C. The yield is 0.470. The product is [CH2:18]([C:14]([OH:17])([CH2:15][CH3:16])/[CH:13]=[CH:12]/[C:9]1[CH:10]=[CH:11][C:6]([C:3]([CH2:4][CH3:5])([C:21]2[CH:26]=[CH:25][C:24]([O:27][CH2:37][C:38]3[CH:39]=[N:40][CH:41]=[CH:42][CH:43]=3)=[C:23]([CH3:28])[CH:22]=2)[CH2:1][CH3:2])=[CH:7][C:8]=1[CH3:20])[CH3:19]. (2) The reactants are [NH2:1][C:2]1[N:3]=[C:4]([N:17]2[CH2:22][CH2:21][N:20]([C:23]([NH:25][C:26]3[CH:31]=[CH:30][C:29]([CH3:32])=[CH:28][CH:27]=3)=[O:24])[CH2:19][CH2:18]2)[C:5]2[N:10]=[C:9]([C:11]3[CH:12]=[N:13][CH:14]=[CH:15][CH:16]=3)[S:8][C:6]=2[N:7]=1.[H-].[Na+].[CH3:35]I. The catalyst is CN(C=O)C. The product is [NH2:1][C:2]1[N:3]=[C:4]([N:17]2[CH2:22][CH2:21][N:20]([C:23]([N:25]([CH3:35])[C:26]3[CH:27]=[CH:28][C:29]([CH3:32])=[CH:30][CH:31]=3)=[O:24])[CH2:19][CH2:18]2)[C:5]2[N:10]=[C:9]([C:11]3[CH:12]=[N:13][CH:14]=[CH:15][CH:16]=3)[S:8][C:6]=2[N:7]=1. The yield is 0.430. (3) The reactants are CCN(C(C)C)C(C)C.[C:10]1([N:16]2[CH:20]=[C:19]([C:21]([OH:23])=O)[CH:18]=[N:17]2)[CH:15]=[CH:14][CH:13]=[CH:12][CH:11]=1.C1C=CC2N(O)N=NC=2C=1.CCN=C=NCCCN(C)C.Cl.[NH2:46][CH2:47][C:48]([N:50]1[CH2:55][CH2:54][N:53]([C:56](=[O:67])[C:57]2[CH:62]=[CH:61][CH:60]=[CH:59][C:58]=2[C:63]([F:66])([F:65])[F:64])[CH2:52][CH2:51]1)=[O:49]. The catalyst is CN(C=O)C.O. The product is [O:49]=[C:48]([N:50]1[CH2:51][CH2:52][N:53]([C:56](=[O:67])[C:57]2[CH:62]=[CH:61][CH:60]=[CH:59][C:58]=2[C:63]([F:66])([F:65])[F:64])[CH2:54][CH2:55]1)[CH2:47][NH:46][C:21]([C:19]1[CH:18]=[N:17][N:16]([C:10]2[CH:11]=[CH:12][CH:13]=[CH:14][CH:15]=2)[CH:20]=1)=[O:23]. The yield is 0.245. (4) The reactants are CC1C=C(C)C=C(C)C=1S(O/[N:14]=C(/OCC)\C)(=O)=O.Cl(O)(=O)(=O)=O.[CH2:25]([O:32][C:33]1[CH:38]=[CH:37][N:36]=[CH:35][CH:34]=1)[C:26]1[CH:31]=[CH:30][CH:29]=[CH:28][CH:27]=1.C(=O)([O-])[O-].[K+].[K+].[C:45]([O:50][CH2:51][CH3:52])(=[O:49])[C:46]#[C:47][CH3:48]. The catalyst is COCCOC.C(OCC)(=O)C.CN(C)C=O.O. The product is [CH2:25]([O:32][C:33]1[CH:38]=[CH:37][N:36]2[N:14]=[C:47]([CH3:48])[C:46]([C:45]([O:50][CH2:51][CH3:52])=[O:49])=[C:35]2[CH:34]=1)[C:26]1[CH:27]=[CH:28][CH:29]=[CH:30][CH:31]=1. The yield is 0.160. (5) The catalyst is C(Cl)Cl. The reactants are [CH2:1]([C:4]1[C:12]([N:13]([CH2:20][CH3:21])[CH:14]2[CH2:19][CH2:18][O:17][CH2:16][CH2:15]2)=[CH:11][CH:10]=[CH:9][C:5]=1[C:6]([OH:8])=O)[CH:2]=[CH2:3].[CH3:22][O:23][C:24]1[C:29]([CH2:30][NH2:31])=[C:28]([CH:32]([CH2:34][CH:35]=[CH2:36])[CH3:33])[CH:27]=[C:26]([CH3:37])[N:25]=1.C(Cl)CCl.C1C=NC2N(O)N=NC=2C=1.CN1CCOCC1. The yield is 0.724. The product is [CH2:1]([C:4]1[C:12]([N:13]([CH2:20][CH3:21])[CH:14]2[CH2:19][CH2:18][O:17][CH2:16][CH2:15]2)=[CH:11][CH:10]=[CH:9][C:5]=1[C:6]([NH:31][CH2:30][C:29]1[C:24]([O:23][CH3:22])=[N:25][C:26]([CH3:37])=[CH:27][C:28]=1[CH:32]([CH2:34][CH:35]=[CH2:36])[CH3:33])=[O:8])[CH:2]=[CH2:3]. (6) The reactants are [Br:1][C:2]1[CH:3]=[C:4]([CH:18]=[CH:19][C:20]=1[CH2:21][OH:22])[C:5]([NH:7][C:8]1[CH:13]=[CH:12][CH:11]=[C:10]([C:14]([F:17])([F:16])[F:15])[CH:9]=1)=[O:6]. The catalyst is C(Cl)Cl.O=[Mn]=O. The product is [Br:1][C:2]1[CH:3]=[C:4]([CH:18]=[CH:19][C:20]=1[CH:21]=[O:22])[C:5]([NH:7][C:8]1[CH:13]=[CH:12][CH:11]=[C:10]([C:14]([F:16])([F:17])[F:15])[CH:9]=1)=[O:6]. The yield is 1.00.